From a dataset of Forward reaction prediction with 1.9M reactions from USPTO patents (1976-2016). Predict the product of the given reaction. (1) The product is: [F:20][C:21]1[CH:26]=[CH:25][C:24]([C:27]2[O:42][C:30]3=[N:31][C:32]([N:36]([CH3:41])[S:37]([CH3:40])(=[O:39])=[O:38])=[C:33]([C:2]4[CH:3]=[CH:4][C:5]5[N:6]=[CH:7][N:8]6[C:16]7[CH:15]=[CH:14][CH:13]=[C:12]([F:17])[C:11]=7[CH:10]=[C:9]6[C:18]=5[N:19]=4)[CH:34]=[C:29]3[C:28]=2[C:43]([NH:45][CH3:48])=[O:44])=[CH:23][CH:22]=1. Given the reactants Cl[C:2]1[CH:3]=[CH:4][C:5]2[N:6]=[CH:7][N:8]3[C:16]4[CH:15]=[CH:14][CH:13]=[C:12]([F:17])[C:11]=4[CH:10]=[C:9]3[C:18]=2[N:19]=1.[F:20][C:21]1[CH:26]=[CH:25][C:24]([C:27]2[O:42][C:30]3=[N:31][C:32]([N:36]([CH3:41])[S:37]([CH3:40])(=[O:39])=[O:38])=[C:33](I)[CH:34]=[C:29]3[C:28]=2[C:43]([NH2:45])=[O:44])=[CH:23][CH:22]=1.B1(B2OC(C)(C)C(C)(C)O2)OC(C)(C)[C:48](C)(C)O1.CC([O-])=O.[K+].C(=O)([O-])[O-].[Na+].[Na+].CC(C1C=C(C(C)C)C(C2C=CC=CC=2P(C2CCCCC2)C2CCCCC2)=C(C(C)C)C=1)C, predict the reaction product. (2) Given the reactants [CH:1]([O:4][C:5]([N:7]1[CH2:12][CH2:11][CH:10]([O:13][C:14]2[C:19]([O:20][CH3:21])=[C:18](Cl)[N:17]=[CH:16][N:15]=2)[CH2:9][CH2:8]1)=[O:6])([CH3:3])[CH3:2].[Br:23][C:24]1[N:29]=[C:28]([CH3:30])[C:27]([NH2:31])=[CH:26][CH:25]=1.C(P(C(C)(C)C)C1C=CC=CC=1C1C=CC=CC=1)(C)(C)C.CC(C)([O-])C.[Na+], predict the reaction product. The product is: [CH:1]([O:4][C:5]([N:7]1[CH2:12][CH2:11][CH:10]([O:13][C:14]2[C:19]([O:20][CH3:21])=[C:18]([NH:31][C:27]3[C:28]([CH3:30])=[N:29][C:24]([Br:23])=[CH:25][CH:26]=3)[N:17]=[CH:16][N:15]=2)[CH2:9][CH2:8]1)=[O:6])([CH3:3])[CH3:2].